Dataset: Reaction yield outcomes from USPTO patents with 853,638 reactions. Task: Predict the reaction yield, written as a fraction of the theoretical maximum amount of product (1.0 means a 100% yield; for example, 0.34 means a 34% yield). (1) The reactants are C([Li])CCC.[CH3:6][CH2:7][CH2:8][CH2:9][CH2:10]C.[Cl:12][C:13]1[CH:18]=[CH:17][N:16]=[CH:15][C:14]=1[CH2:19][S:20]([C:23]1[CH:28]=[CH:27][C:26]([Cl:29])=[CH:25][CH:24]=1)(=[O:22])=[O:21].ICCCCCI. The catalyst is O.C(COC)OC. The product is [Cl:12][C:13]1[CH:18]=[CH:17][N:16]=[CH:15][C:14]=1[C:19]1([S:20]([C:23]2[CH:28]=[CH:27][C:26]([Cl:29])=[CH:25][CH:24]=2)(=[O:21])=[O:22])[CH2:10][CH2:9][CH2:8][CH2:7][CH2:6]1. The yield is 0.180. (2) The reactants are Cl.O1CCOCC1.[Cl:8][C:9]1[C:10]([F:46])=[C:11]([NH:15][C:16]2[C:25]3[C:20](=[CH:21][C:22]([O:44][CH3:45])=[C:23]([CH2:26][N:27]([CH3:43])[C:28]4([C:39]([NH:41][CH3:42])=[O:40])[CH2:31][N:30](C(OC(C)(C)C)=O)[CH2:29]4)[CH:24]=3)[N:19]=[CH:18][N:17]=2)[CH:12]=[CH:13][CH:14]=1. The catalyst is O1CCOCC1. The product is [Cl:8][C:9]1[C:10]([F:46])=[C:11]([NH:15][C:16]2[C:25]3[C:20](=[CH:21][C:22]([O:44][CH3:45])=[C:23]([CH2:26][N:27]([CH3:43])[C:28]4([C:39]([NH:41][CH3:42])=[O:40])[CH2:31][NH:30][CH2:29]4)[CH:24]=3)[N:19]=[CH:18][N:17]=2)[CH:12]=[CH:13][CH:14]=1. The yield is 1.00. (3) The reactants are [CH2:1]([N:8]1[CH2:13][CH2:12][CH:11]([C:14]([N:16]2[CH2:21][CH2:20][N:19]([C:22]([CH3:25])([CH3:24])[CH3:23])[CH2:18][CH2:17]2)=O)[CH2:10][CH2:9]1)[C:2]1[CH:7]=[CH:6][CH:5]=[CH:4][CH:3]=1.[H-].[H-].[H-].[H-].[Li+].[Al+3]. The catalyst is C1COCC1. The product is [CH2:1]([N:8]1[CH2:13][CH2:12][CH:11]([CH2:14][N:16]2[CH2:21][CH2:20][N:19]([C:22]([CH3:25])([CH3:24])[CH3:23])[CH2:18][CH2:17]2)[CH2:10][CH2:9]1)[C:2]1[CH:7]=[CH:6][CH:5]=[CH:4][CH:3]=1. The yield is 0.900. (4) The reactants are [N+:1]([C:4]1[CH:13]=[CH:12][CH:11]=[C:10]2[C:5]=1[CH:6]=[CH:7][O:8][C:9]2=[O:14])([O-])=O. The catalyst is C(O)C.[Pd]. The product is [NH2:1][C:4]1[CH:13]=[CH:12][CH:11]=[C:10]2[C:5]=1[CH2:6][CH2:7][O:8][C:9]2=[O:14]. The yield is 0.950. (5) The reactants are [CH2:1]([O:8][C:9]1[CH:14]=[CH:13][C:12]([C:15]2[C:16]3[CH2:26][C:25]4[C:20](=[CH:21][C:22]([O:29][CH2:30][CH2:31][N:32]5[CH2:37][CH2:36][CH2:35][CH2:34][CH2:33]5)=[C:23]([O:27][CH3:28])[CH:24]=4)[C:17]=3[NH:18][N:19]=2)=[CH:11][CH:10]=1)[C:2]1[CH:7]=[CH:6][CH:5]=[CH:4][CH:3]=1.[H-].[Na+].[CH3:40][Si:41]([CH3:48])([CH3:47])[CH2:42][CH2:43][O:44][CH2:45]Cl. The catalyst is CN(C=O)C. The product is [CH2:1]([O:8][C:9]1[CH:10]=[CH:11][C:12]([C:15]2[C:16]3[CH2:26][C:25]4[C:20](=[CH:21][C:22]([O:29][CH2:30][CH2:31][N:32]5[CH2:37][CH2:36][CH2:35][CH2:34][CH2:33]5)=[C:23]([O:27][CH3:28])[CH:24]=4)[C:17]=3[N:18]([CH2:45][O:44][CH2:43][CH2:42][Si:41]([CH3:48])([CH3:47])[CH3:40])[N:19]=2)=[CH:13][CH:14]=1)[C:2]1[CH:3]=[CH:4][CH:5]=[CH:6][CH:7]=1. The yield is 0.560. (6) The yield is 0.610. The catalyst is CN(C=O)C. The product is [C@@H:1]([C@@H:5]([C:14](=[O:37])[N:15]([CH2:34][CH2:35][CH3:36])[C@@H:16]([CH:31]([CH3:33])[CH3:32])[CH2:17][C@H:18]([C:23]1[S:24][CH:25]=[C:26]([C:28]([NH:71][C@@H:72]([CH2:80][C:81]2[CH:82]=[CH:83][CH:84]=[CH:85][CH:86]=2)[CH2:73][C:74]([CH3:79])([CH3:78])[C:75]([OH:77])=[O:76])=[O:30])[N:27]=1)[O:19][C:20](=[O:22])[CH3:21])[NH:6][C:7](=[O:13])[O:8][C:9]([CH3:10])([CH3:11])[CH3:12])([CH2:3][CH3:4])[CH3:2]. The reactants are [C@@H:1]([C@@H:5]([C:14](=[O:37])[N:15]([CH2:34][CH2:35][CH3:36])[C@@H:16]([CH:31]([CH3:33])[CH3:32])[CH2:17][C@H:18]([C:23]1[S:24][CH:25]=[C:26]([C:28]([OH:30])=O)[N:27]=1)[O:19][C:20](=[O:22])[CH3:21])[NH:6][C:7](=[O:13])[O:8][C:9]([CH3:12])([CH3:11])[CH3:10])([CH2:3][CH3:4])[CH3:2].CN(C(ON1N=NC2C=CC=NC1=2)=[N+](C)C)C.F[P-](F)(F)(F)(F)F.CCN(C(C)C)C(C)C.[NH2:71][C@@H:72]([CH2:80][C:81]1[CH:86]=[CH:85][CH:84]=[CH:83][CH:82]=1)[CH2:73][C:74]([CH3:79])([CH3:78])[C:75]([OH:77])=[O:76].C(O)(C(F)(F)F)=O. (7) The reactants are C1(CC(O)=O)C=CC=CC=1.[Cl:11][C:12]1[CH:17]=[CH:16][CH:15]=[CH:14][C:13]=1[C:18]1[N:23]=[N:22][C:21]([NH:24][NH:25][C:26](=[O:34])[CH2:27][CH:28]2[CH2:33][CH2:32][CH2:31][CH2:30][CH2:29]2)=[CH:20][C:19]=1[C:35]1[CH:40]=[CH:39][C:38]([Cl:41])=[CH:37][CH:36]=1. No catalyst specified. The product is [Cl:11][C:12]1[CH:17]=[CH:16][CH:15]=[CH:14][C:13]=1[C:18]1[N:23]=[N:22][C:21]([NH:24][NH:25][C:26](=[O:34])[CH2:27][C:28]2[CH:33]=[CH:32][CH:31]=[CH:30][CH:29]=2)=[CH:20][C:19]=1[C:35]1[CH:36]=[CH:37][C:38]([Cl:41])=[CH:39][CH:40]=1. The yield is 0.470. (8) The reactants are [OH:1][CH2:2][CH2:3][NH:4][C:5]([N:7]1[CH2:12][CH2:11][CH:10]([C:13]2[CH:18]=[CH:17][C:16]([NH:19][C:20]([C:22]3[N:23](COCC[Si](C)(C)C)[CH:24]=[C:25]([C:27]#[N:28])[N:26]=3)=[O:21])=[C:15]([C:37]3[CH2:42][CH2:41][CH2:40][CH2:39][CH:38]=3)[CH:14]=2)[CH2:9][CH2:8]1)=[O:6].CCO.C(O)(C(F)(F)F)=O. The catalyst is C(Cl)Cl. The product is [OH:1][CH2:2][CH2:3][NH:4][C:5]([N:7]1[CH2:12][CH2:11][CH:10]([C:13]2[CH:18]=[CH:17][C:16]([NH:19][C:20]([C:22]3[NH:23][CH:24]=[C:25]([C:27]#[N:28])[N:26]=3)=[O:21])=[C:15]([C:37]3[CH2:42][CH2:41][CH2:40][CH2:39][CH:38]=3)[CH:14]=2)[CH2:9][CH2:8]1)=[O:6]. The yield is 0.920.